From a dataset of Reaction yield outcomes from USPTO patents with 853,638 reactions. Predict the reaction yield, written as a fraction of the theoretical maximum amount of product (1.0 means a 100% yield; for example, 0.34 means a 34% yield). The reactants are [NH:1]([C:13]([O:15][C:16]([CH3:19])([CH3:18])[CH3:17])=[O:14])[C@H:2]([C:10]([OH:12])=O)[CH2:3][C:4]1[CH:9]=[CH:8][CH:7]=[CH:6][CH:5]=1.CN1CCOCC1.C(OC(Cl)=O)C(C)C.C(O)(C(F)(F)F)=O.[NH:42]1[CH2:49][CH2:48][CH2:47][C@H:43]1[C:44]([NH2:46])=[O:45].C(N(C(C)C)CC)(C)C. The catalyst is CN(C)C=O.COCCOC. The product is [NH:1]([C:13]([O:15][C:16]([CH3:19])([CH3:18])[CH3:17])=[O:14])[C@H:2]([C:10]([N:42]1[CH2:49][CH2:48][CH2:47][C@H:43]1[C:44]([NH2:46])=[O:45])=[O:12])[CH2:3][C:4]1[CH:5]=[CH:6][CH:7]=[CH:8][CH:9]=1. The yield is 0.778.